Predict the product of the given reaction. From a dataset of Forward reaction prediction with 1.9M reactions from USPTO patents (1976-2016). (1) Given the reactants O.[OH-].[Li+].[CH:4]1[C:13]2[C:8](=[CH:9][CH:10]=[CH:11][CH:12]=2)[CH:7]=[CH:6][C:5]=1[S:14]([CH:17]([CH2:22][CH2:23][C:24](=[O:43])[NH:25][C@H:26]1[C:35]2[C:30](=[CH:31][C:32]([CH2:36][N:37]3[CH2:42][CH2:41][CH2:40][CH2:39][CH2:38]3)=[CH:33][CH:34]=2)[CH2:29][CH2:28][CH2:27]1)[C:18]([O:20]C)=[O:19])(=[O:16])=[O:15], predict the reaction product. The product is: [CH:4]1[C:13]2[C:8](=[CH:9][CH:10]=[CH:11][CH:12]=2)[CH:7]=[CH:6][C:5]=1[S:14]([CH:17]([CH2:22][CH2:23][C:24](=[O:43])[NH:25][C@H:26]1[C:35]2[C:30](=[CH:31][C:32]([CH2:36][N:37]3[CH2:42][CH2:41][CH2:40][CH2:39][CH2:38]3)=[CH:33][CH:34]=2)[CH2:29][CH2:28][CH2:27]1)[C:18]([OH:20])=[O:19])(=[O:16])=[O:15]. (2) The product is: [C:1]([C:5]1[CH:9]=[C:8]([NH:10][C:11]([NH:13][C:14]2[C:23]3[C:18](=[CH:19][CH:20]=[CH:21][CH:22]=3)[C:17]([O:24][C:25]3[CH:30]=[CH:29][N:28]=[C:27]([NH:44][C:43]4[CH:45]=[C:46]([O:48][CH2:49][CH2:50][CH2:51][N:52]5[CH2:57][CH2:56][O:55][CH2:54][CH2:53]5)[CH:47]=[C:41]([O:40][CH3:39])[CH:42]=4)[N:26]=3)=[CH:16][CH:15]=2)=[O:12])[N:7]([C:32]2[CH:37]=[CH:36][C:35]([CH3:38])=[CH:34][CH:33]=2)[N:6]=1)([CH3:4])([CH3:3])[CH3:2]. Given the reactants [C:1]([C:5]1[CH:9]=[C:8]([NH:10][C:11]([NH:13][C:14]2[C:23]3[C:18](=[CH:19][CH:20]=[CH:21][CH:22]=3)[C:17]([O:24][C:25]3[CH:30]=[CH:29][N:28]=[C:27](Cl)[N:26]=3)=[CH:16][CH:15]=2)=[O:12])[N:7]([C:32]2[CH:37]=[CH:36][C:35]([CH3:38])=[CH:34][CH:33]=2)[N:6]=1)([CH3:4])([CH3:3])[CH3:2].[CH3:39][O:40][C:41]1[CH:42]=[C:43]([CH:45]=[C:46]([O:48][CH2:49][CH2:50][CH2:51][N:52]2[CH2:57][CH2:56][O:55][CH2:54][CH2:53]2)[CH:47]=1)[NH2:44].C([O-])(O)=O.[Na+], predict the reaction product. (3) Given the reactants [CH3:1][N:2]([C:4]1[CH:9]=[CH:8][CH:7]=[CH:6][CH:5]=1)[NH2:3].C(O)(=O)C.[CH:14]([C:16]1[C:25]2[C:20](=[CH:21][CH:22]=[CH:23][CH:24]=2)[N:19]=[CH:18][CH:17]=1)=O, predict the reaction product. The product is: [CH3:1][N:2]([C:4]1[CH:9]=[CH:8][CH:7]=[CH:6][CH:5]=1)[N:3]=[CH:14][C:16]1[C:25]2[C:20](=[CH:21][CH:22]=[CH:23][CH:24]=2)[N:19]=[CH:18][CH:17]=1. (4) Given the reactants Br[CH2:2][C:3]1[CH:8]=[CH:7][C:6]([C:9]2[C:16]([C:17]3[CH:22]=[CH:21][CH:20]=[CH:19][CH:18]=3)=[CH:15][C:12]([C:13]#[N:14])=[C:11]([Cl:23])[N:10]=2)=[CH:5][CH:4]=1.[O:24]=[C:25]1[N:29]([CH:30]2[CH2:35][CH2:34][NH:33][CH2:32][CH2:31]2)[C:28]2[CH:36]=[CH:37][CH:38]=[CH:39][C:27]=2[NH:26]1, predict the reaction product. The product is: [Cl:23][C:11]1[N:10]=[C:9]([C:6]2[CH:7]=[CH:8][C:3]([CH2:2][N:33]3[CH2:32][CH2:31][CH:30]([N:29]4[C:28]5[CH:36]=[CH:37][CH:38]=[CH:39][C:27]=5[NH:26][C:25]4=[O:24])[CH2:35][CH2:34]3)=[CH:4][CH:5]=2)[C:16]([C:17]2[CH:22]=[CH:21][CH:20]=[CH:19][CH:18]=2)=[CH:15][C:12]=1[C:13]#[N:14]. (5) Given the reactants [OH:1][C:2]1[S:3][C:4]2[CH:10]=[CH:9][CH:8]=[CH:7][C:5]=2[N:6]=1.C(=O)([O-])[O-].[K+].[K+].Br[CH2:18][CH2:19][CH2:20][Cl:21], predict the reaction product. The product is: [Cl:21][CH2:20][CH2:19][CH2:18][N:6]1[C:5]2[CH:7]=[CH:8][CH:9]=[CH:10][C:4]=2[S:3][C:2]1=[O:1]. (6) The product is: [C:39]([O:43][C:44](=[O:45])[NH:46][CH2:47][C:48](=[O:49])[NH:1][C:2]1[CH:38]=[CH:37][CH:36]=[C:4]([O:5][C:6]2[CH:21]=[CH:20][C:9]([C:10](=[O:11])[NH:12][C:13]3[CH:18]=[CH:17][CH:16]=[C:15]([Br:19])[CH:14]=3)=[CH:8][C:7]=2[NH:22][C:23]2[C:24]3[CH:32]=[CH:31][C:30]([CH:33]([CH3:35])[CH3:34])=[N:29][C:25]=3[N:26]=[CH:27][N:28]=2)[CH:3]=1)([CH3:42])([CH3:40])[CH3:41]. Given the reactants [NH2:1][C:2]1[CH:3]=[C:4]([CH:36]=[CH:37][CH:38]=1)[O:5][C:6]1[CH:21]=[CH:20][C:9]([C:10]([NH:12][C:13]2[CH:18]=[CH:17][CH:16]=[C:15]([Br:19])[CH:14]=2)=[O:11])=[CH:8][C:7]=1[NH:22][C:23]1[C:24]2[CH:32]=[CH:31][C:30]([CH:33]([CH3:35])[CH3:34])=[N:29][C:25]=2[N:26]=[CH:27][N:28]=1.[C:39]([O:43][C:44]([NH:46][CH2:47][C:48](O)=[O:49])=[O:45])([CH3:42])([CH3:41])[CH3:40].Cl.CN(C)CCCN=C=NCC.O.ON1C2C=CC=CC=2N=N1.C(N(CC)C(C)C)(C)C, predict the reaction product. (7) Given the reactants [CH3:1][C:2]([CH3:5])([O-])[CH3:3].[CH3:6][C:7]([CH3:10])([O-])[CH3:8].CC(C)([O-])C.[Al+3].[CH:17]([C:20]([CH3:22])=[O:21])([CH3:19])C.[C:23]([O:26][CH2:27]C)(=[O:25])[CH3:24].[CH3:29][CH2:30][CH2:31][CH2:32][CH2:33][CH3:34].[C:35]1(C)[CH:40]=CC=[CH:37][CH:36]=1, predict the reaction product. The product is: [CH3:27][O:26][C:23](=[O:25])[CH2:24][CH2:1][C@H:2]([C@@H:5]1[C@:36]2([CH3:37])[C@H:31]([C@H:32]3[C@H:10]([CH2:40][CH2:35]2)[C@:7]2([CH3:8])[C:19](=[CH:17][C:20](=[O:21])[CH2:22][CH2:6]2)[CH2:34][CH2:33]3)[CH2:30][CH2:29]1)[CH3:3].